This data is from Reaction yield outcomes from USPTO patents with 853,638 reactions. The task is: Predict the reaction yield, written as a fraction of the theoretical maximum amount of product (1.0 means a 100% yield; for example, 0.34 means a 34% yield). (1) The reactants are [F:1][C:2]1[CH:27]=[CH:26][C:25]([O:28][CH3:29])=[CH:24][C:3]=1[CH2:4][C:5]1[C:14]2[C:9](=[CH:10][C:11]([O:17][CH3:18])=[C:12]([O:15][CH3:16])[CH:13]=2)[C:8]([C:19](OCC)=[O:20])=[CH:7][N:6]=1.FC1C=CC(OC)=CC=1C(C1C2C(=CC(OC)=C(OC)C=2)C(C(O)=O)=CN=1)=O.[H-].[Al+3].[Li+].[H-].[H-].[H-]. The catalyst is C1COCC1. The product is [F:1][C:2]1[CH:27]=[CH:26][C:25]([O:28][CH3:29])=[CH:24][C:3]=1[CH2:4][C:5]1[C:14]2[C:9](=[CH:10][C:11]([O:17][CH3:18])=[C:12]([O:15][CH3:16])[CH:13]=2)[C:8]([CH2:19][OH:20])=[CH:7][N:6]=1. The yield is 0.870. (2) The reactants are [Li+].[OH-].[CH3:3][O:4][C:5]([CH:7]1[CH2:11][CH:10]([OH:12])[CH:9]=[C:8]1[C:13]([O:15]C)=[O:14])=[O:6].C1(C)C=CC=CC=1.CO. The catalyst is O1CCOCC1.O. The product is [CH3:3][O:4][C:5]([C:7]1[CH:8]([C:13]([OH:15])=[O:14])[CH2:9][CH:10]([OH:12])[CH:11]=1)=[O:6]. The yield is 0.270. (3) The reactants are [F:1][C:2]([F:14])([F:13])[C:3]1[N:8]=[C:7]([CH3:9])[C:6]([C:10](Cl)=[O:11])=[CH:5][CH:4]=1.[Cl:15][C:16]1[CH:22]=[CH:21][C:19]([NH2:20])=[CH:18][C:17]=1[C:23]1[CH:28]=[CH:27][CH:26]=[CH:25][N:24]=1.CCOC(C)=O. The catalyst is C1COCC1. The product is [Cl:15][C:16]1[CH:22]=[CH:21][C:19]([NH:20][C:10]([C:6]2[C:7]([CH3:9])=[N:8][C:3]([C:2]([F:14])([F:13])[F:1])=[CH:4][CH:5]=2)=[O:11])=[CH:18][C:17]=1[C:23]1[CH:28]=[CH:27][CH:26]=[CH:25][N:24]=1. The yield is 0.880. (4) The reactants are [H-].[Na+].C(OP([CH2:11][C:12]([O:14][CH2:15][CH3:16])=[O:13])(OCC)=O)C.[CH2:17]([O:26][C:27]1[CH:32]=[CH:31][C:30]([C:33](=O)[CH3:34])=[CH:29][C:28]=1[N+:36]([O-:38])=[O:37])/[CH:18]=[CH:19]/[C:20]1[CH:25]=[CH:24][CH:23]=[CH:22][CH:21]=1. The catalyst is C1COCC1. The product is [CH2:17]([O:26][C:27]1[CH:32]=[CH:31][C:30]([C:33]([CH3:34])=[CH:11][C:12]([O:14][CH2:15][CH3:16])=[O:13])=[CH:29][C:28]=1[N+:36]([O-:38])=[O:37])[CH:18]=[CH:19][C:20]1[CH:21]=[CH:22][CH:23]=[CH:24][CH:25]=1. The yield is 0.566. (5) The reactants are CS([O:5][CH2:6][CH2:7][CH2:8][C:9]1[N:13]([C:14]2[CH:19]=[CH:18][C:17]([C:20]([NH:22][CH2:23][CH3:24])=[O:21])=[CH:16][CH:15]=2)[N:12]=[N:11][C:10]=1[C:25]([NH:27][CH:28]1[CH2:30][CH2:29]1)=[O:26])(=O)=O.C(=O)([O-])[O-].[K+].[K+].[F:37][CH:38]([F:41])[CH2:39]O. The catalyst is C(#N)C. The product is [CH:28]1([NH:27][C:25]([C:10]2[N:11]=[N:12][N:13]([C:14]3[CH:19]=[CH:18][C:17]([C:20]([NH:22][CH2:23][CH3:24])=[O:21])=[CH:16][CH:15]=3)[C:9]=2[CH2:8][CH2:7][CH2:6][O:5][CH2:39][CH:38]([F:41])[F:37])=[O:26])[CH2:30][CH2:29]1. The yield is 0.240.